From a dataset of Forward reaction prediction with 1.9M reactions from USPTO patents (1976-2016). Predict the product of the given reaction. (1) Given the reactants [CH2:1]([O:3][C:4]1[CH:9]=[CH:8][C:7]([S:10](Cl)(=[O:12])=[O:11])=[CH:6][C:5]=1[C:14]1[NH:19][C:18](=[O:20])[C:17]2=[C:21]([CH2:27][CH3:28])[N:22]=[C:23]([CH2:24][CH2:25][CH3:26])[N:16]2[N:15]=1)[CH3:2].[CH3:29][O:30][CH2:31][CH2:32][NH:33][CH2:34][CH2:35][O:36][CH3:37], predict the reaction product. The product is: [CH3:29][O:30][CH2:31][CH2:32][N:33]([CH2:34][CH2:35][O:36][CH3:37])[S:10]([C:7]1[CH:8]=[CH:9][C:4]([O:3][CH2:1][CH3:2])=[C:5]([C:14]2[NH:19][C:18](=[O:20])[C:17]3=[C:21]([CH2:27][CH3:28])[N:22]=[C:23]([CH2:24][CH2:25][CH3:26])[N:16]3[N:15]=2)[CH:6]=1)(=[O:12])=[O:11]. (2) The product is: [C:1]([O:5][C:6](=[O:15])[NH:7][C:8]1[CH:13]=[C:12]([CH2:14][C:24]([CH:21]2[CH2:22][CH2:23]2)([OH:25])[C:26]2[CH:31]=[CH:30][CH:29]=[CH:28][CH:27]=2)[CH:11]=[CH:10][N:9]=1)([CH3:4])([CH3:3])[CH3:2]. Given the reactants [C:1]([O:5][C:6](=[O:15])[NH:7][C:8]1[CH:13]=[C:12]([CH3:14])[CH:11]=[CH:10][N:9]=1)([CH3:4])([CH3:3])[CH3:2].[Li]CCCC.[CH:21]1([C:24]([C:26]2[CH:31]=[CH:30][CH:29]=[CH:28][CH:27]=2)=[O:25])[CH2:23][CH2:22]1.[NH4+].[Cl-], predict the reaction product.